Dataset: Full USPTO retrosynthesis dataset with 1.9M reactions from patents (1976-2016). Task: Predict the reactants needed to synthesize the given product. (1) Given the product [F:19][C:18]([F:21])([F:20])[C:13]1[CH:14]=[CH:15][CH:16]=[CH:17][C:12]=1[C:4]1[N:3]=[C:2]([NH:22][CH2:23][CH2:24][NH:25][C:26]2[CH:33]=[CH:32][C:29]([C:30]#[N:31])=[CH:28][N:27]=2)[C:11]2[CH2:10][CH2:9][CH2:8][CH2:7][C:6]=2[N:5]=1, predict the reactants needed to synthesize it. The reactants are: Cl[C:2]1[C:11]2[CH2:10][CH2:9][CH2:8][CH2:7][C:6]=2[N:5]=[C:4]([C:12]2[CH:17]=[CH:16][CH:15]=[CH:14][C:13]=2[C:18]([F:21])([F:20])[F:19])[N:3]=1.[NH2:22][CH2:23][CH2:24][NH:25][C:26]1[CH:33]=[CH:32][C:29]([C:30]#[N:31])=[CH:28][N:27]=1. (2) Given the product [Cl:16][C:15]1[C:10]([C:7](=[N:6][O:5][C:1]([CH3:4])([CH3:3])[CH3:2])[CH2:8][N:22]2[C:21](=[O:23])[C:20]3=[CH:24][CH:25]=[CH:26][CH:27]=[C:19]3[C:18]2=[O:28])=[N:11][CH:12]=[C:13]([Cl:17])[CH:14]=1, predict the reactants needed to synthesize it. The reactants are: [C:1]([O:5][N:6]=[C:7]([C:10]1[C:15]([Cl:16])=[CH:14][C:13]([Cl:17])=[CH:12][N:11]=1)[CH2:8]Br)([CH3:4])([CH3:3])[CH3:2].[C:18]1(=[O:28])[NH:22][C:21](=[O:23])[C:20]2=[CH:24][CH:25]=[CH:26][CH:27]=[C:19]12.[K].O. (3) The reactants are: Br[C:2]1[CH:7]=[C:6]([C:8]([F:11])([F:10])[F:9])[CH:5]=[CH:4][C:3]=1[Cl:12].C1(P(C2CCCCC2)C2C=CC=CC=2C2C(N(C)C)=CC=CC=2)CCCCC1.O1CCOCC1.C([Si](CC)(CC)[O:50][C@H:51]1[CH2:56][CH2:55][C@H:54]([N:57]2[CH2:61][CH2:60][C@:59]3([CH2:66][CH2:65][CH2:64][NH:63][CH2:62]3)[C:58]2=[O:67])[CH2:53][CH2:52]1)C.CC(C)([O-])C.[Na+]. Given the product [Cl:12][C:3]1[CH:4]=[CH:5][C:6]([C:8]([F:11])([F:10])[F:9])=[CH:7][C:2]=1[N:63]1[CH2:64][CH2:65][CH2:66][C@@:59]2([C:58](=[O:67])[N:57]([C@H:54]3[CH2:53][CH2:52][C@H:51]([OH:50])[CH2:56][CH2:55]3)[CH2:61][CH2:60]2)[CH2:62]1, predict the reactants needed to synthesize it. (4) Given the product [Br:1][C:2]1[CH:3]=[C:4]2[C:9](=[CH:10][CH:11]=1)[N:8]=[CH:7][C:6]([C:12](=[O:16])[CH:13]([CH3:15])[CH3:14])=[C:5]2[NH:26][C:25]1[CH:24]=[CH:23][C:22]([CH2:21][N:19]([CH3:20])[CH3:18])=[CH:28][CH:27]=1, predict the reactants needed to synthesize it. The reactants are: [Br:1][C:2]1[CH:3]=[C:4]2[C:9](=[CH:10][CH:11]=1)[N:8]=[CH:7][C:6]([C:12](=[O:16])[CH:13]([CH3:15])[CH3:14])=[C:5]2Cl.[CH3:18][N:19]([CH2:21][C:22]1[CH:28]=[CH:27][C:25]([NH2:26])=[CH:24][CH:23]=1)[CH3:20]. (5) Given the product [NH2:27][C:11]1[CH:10]=[C:9]([O:8][CH2:1][C:2]2[CH:3]=[CH:4][CH:5]=[CH:6][CH:7]=2)[C:24]([O:25][CH3:26])=[CH:23][C:12]=1[C:13]([N:15]1[CH2:19][C:18](=[CH2:20])[CH2:17][C@H:16]1[CH2:21][OH:22])=[O:14], predict the reactants needed to synthesize it. The reactants are: [CH2:1]([O:8][C:9]1[C:24]([O:25][CH3:26])=[CH:23][C:12]([C:13]([N:15]2[CH2:19][C:18](=[CH2:20])[CH2:17][C@H:16]2[CH2:21][OH:22])=[O:14])=[C:11]([N+:27]([O-])=O)[CH:10]=1)[C:2]1[CH:7]=[CH:6][CH:5]=[CH:4][CH:3]=1.Cl[Sn]Cl.CO.C(Cl)(Cl)Cl.CO. (6) Given the product [F:22][C:21]1[CH:20]=[C:19]2[C:14]([CH:15]=[CH:16][CH:17]=[N:18]2)=[CH:13][C:12]=1[CH2:11][C:8]1[N:6]2[N:7]=[C:2]([C:33]3[CH:32]=[N:31][N:30]([CH2:29][CH2:28][O:27][CH2:26][CH2:25][O:24][CH3:23])[CH:34]=3)[CH:3]=[CH:4][C:5]2=[N:10][CH:9]=1, predict the reactants needed to synthesize it. The reactants are: Cl[C:2]1[CH:3]=[CH:4][C:5]2[N:6]([C:8]([CH2:11][C:12]3[CH:13]=[C:14]4[C:19](=[CH:20][C:21]=3[F:22])[N:18]=[CH:17][CH:16]=[CH:15]4)=[CH:9][N:10]=2)[N:7]=1.[CH3:23][O:24][CH2:25][CH2:26][O:27][CH2:28][CH2:29][N:30]1[CH:34]=[C:33](B2OC(C)(C)C(C)(C)O2)[CH:32]=[N:31]1.C([O-])([O-])=O.[K+].[K+]. (7) Given the product [F:25][CH:21]([F:26])[N:12]1[CH:11]=[C:10]([N+:7]([O-:9])=[O:8])[CH:14]=[N:13]1, predict the reactants needed to synthesize it. The reactants are: C([O-])([O-])=O.[Cs+].[Cs+].[N+:7]([C:10]1[CH:11]=[N:12][NH:13][CH:14]=1)([O-:9])=[O:8].CN(C=O)C.Cl[C:21]([F:26])([F:25])C([O-])=O.[Na+]. (8) Given the product [Cl:24][C:25]1[CH:30]=[C:29]([C:31]2([C:33]([F:36])([F:34])[F:35])[CH2:19][N:18]=[C:3]([C:4]3[CH:9]=[CH:8][C:7]([C:10]([NH:11][CH:12]4[CH2:15][S:14][CH2:13]4)=[O:16])=[C:6]([CH3:17])[CH:5]=3)[CH2:32]2)[CH:28]=[C:27]([Cl:37])[CH:26]=1, predict the reactants needed to synthesize it. The reactants are: CS[C:3](=[N:18][CH2:19][Si](C)(C)C)[C:4]1[CH:9]=[CH:8][C:7]([C:10](=[O:16])[NH:11][CH:12]2[CH2:15][S:14][CH2:13]2)=[C:6]([CH3:17])[CH:5]=1.[Cl:24][C:25]1[CH:30]=[C:29]([C:31]([C:33]([F:36])([F:35])[F:34])=[CH2:32])[CH:28]=[C:27]([Cl:37])[CH:26]=1.O.O.O.[F-].C([N+](CCCC)(CCCC)CCCC)CCC.O. (9) Given the product [C:1]1([O:11][CH2:12][CH2:13][CH2:14][C:15]2[C:23]3[C:18](=[CH:19][CH:20]=[CH:21][CH:22]=3)[NH:17][C:16]=2[C:24]([OH:26])=[O:25])[C:10]2[C:5](=[CH:6][CH:7]=[CH:8][CH:9]=2)[CH:4]=[CH:3][CH:2]=1, predict the reactants needed to synthesize it. The reactants are: [C:1]1([O:11][CH2:12][CH2:13][CH2:14][C:15]2[C:23]3[C:18](=[CH:19][CH:20]=[CH:21][CH:22]=3)[NH:17][C:16]=2[C:24]([O:26]CC)=[O:25])[C:10]2[C:5](=[CH:6][CH:7]=[CH:8][CH:9]=2)[CH:4]=[CH:3][CH:2]=1.[OH-].[Na+].Cl.O.CC#N.